Predict which catalyst facilitates the given reaction. From a dataset of Catalyst prediction with 721,799 reactions and 888 catalyst types from USPTO. (1) Reactant: [O:1]=[C:2]([CH3:9])[CH2:3][C:4]([O:6][CH2:7][CH3:8])=[O:5].Br[CH2:11][CH2:12]Br.C([O-])([O-])=O.[K+].[K+]. Product: [C:2]([C:3]1([C:4]([O:6][CH2:7][CH3:8])=[O:5])[CH2:12][CH2:11]1)(=[O:1])[CH3:9]. The catalyst class is: 6. (2) The catalyst class is: 11. Reactant: C(O[C:4](=[O:10])[C:5]([O:7][CH2:8][CH3:9])=[O:6])C.[O-]CC.[Na+].CCO.[S:18]1[C:27]2[C:22](=[CH:23][CH:24]=[CH:25][CH:26]=2)[C:21](=[O:28])[CH2:20][CH2:19]1. Product: [O:10]=[C:4]([CH:20]1[C:21](=[O:28])[C:22]2[C:27](=[CH:26][CH:25]=[CH:24][CH:23]=2)[S:18][CH2:19]1)[C:5]([O:7][CH2:8][CH3:9])=[O:6]. (3) Reactant: Br[C:2]1[C:3]([CH:9]=[O:10])=[N:4][C:5]([F:8])=[CH:6][CH:7]=1.C([Sn](CCCC)(CCCC)[C:16]1[N:17]=[CH:18][N:19]([C:21]([C:34]2[CH:39]=[CH:38][CH:37]=[CH:36][CH:35]=2)([C:28]2[CH:33]=[CH:32][CH:31]=[CH:30][CH:29]=2)[C:22]2[CH:27]=[CH:26][CH:25]=[CH:24][CH:23]=2)[CH:20]=1)CCC. Product: [F:8][C:5]1[N:4]=[C:3]([CH:9]=[O:10])[C:2]([C:16]2[N:17]=[CH:18][N:19]([C:21]([C:22]3[CH:27]=[CH:26][CH:25]=[CH:24][CH:23]=3)([C:34]3[CH:35]=[CH:36][CH:37]=[CH:38][CH:39]=3)[C:28]3[CH:29]=[CH:30][CH:31]=[CH:32][CH:33]=3)[CH:20]=2)=[CH:7][CH:6]=1. The catalyst class is: 398. (4) Reactant: [C:1]([O:5][C:6]([N:8]1[CH2:11][C:10]2([CH2:16][CH2:15][NH:14][CH2:13][CH2:12]2)[CH2:9]1)=[O:7])([CH3:4])([CH3:3])[CH3:2].C(N(CC)CC)C.Cl[C:25]([O:27][CH3:28])=[O:26]. Product: [CH3:28][O:27][C:25]([N:14]1[CH2:15][CH2:16][C:10]2([CH2:11][N:8]([C:6]([O:5][C:1]([CH3:4])([CH3:2])[CH3:3])=[O:7])[CH2:9]2)[CH2:12][CH2:13]1)=[O:26]. The catalyst class is: 2. (5) Reactant: [OH2:1].[NH2:2][CH:3]([CH2:7][C:8]1[CH:13]=[CH:12][C:11]([NH2:14])=[CH:10][CH:9]=1)[C:4]([OH:6])=[O:5].[Cl:15][C:16]1[C:25]2[C:20](=[CH:21][CH:22]=[CH:23][CH:24]=2)[N:19]=[CH:18][CH:17]=1.[ClH:26]. Product: [OH2:5].[OH2:1].[ClH:15].[ClH:26].[NH2:2][CH:3]([CH2:7][C:8]1[CH:9]=[CH:10][C:11]([NH:14][C:16]2[C:25]3[C:20](=[CH:21][CH:22]=[CH:23][CH:24]=3)[N:19]=[CH:18][CH:17]=2)=[CH:12][CH:13]=1)[C:4]([OH:6])=[O:5]. The catalyst class is: 12. (6) Reactant: [NH2:1][C:2](=[O:22])[CH2:3][CH:4]([C:15]1[CH:20]=[CH:19][C:18]([OH:21])=[CH:17][CH:16]=1)[C:5]([O:7]CC1C=CC=CC=1)=[O:6]. Product: [NH2:1][C:2](=[O:22])[CH2:3][CH:4]([C:15]1[CH:16]=[CH:17][C:18]([OH:21])=[CH:19][CH:20]=1)[C:5]([OH:7])=[O:6]. The catalyst class is: 29.